Dataset: Full USPTO retrosynthesis dataset with 1.9M reactions from patents (1976-2016). Task: Predict the reactants needed to synthesize the given product. (1) Given the product [Br:27][CH2:17][C:16]([C:12]1[CH:13]=[CH:14][CH:15]=[C:10]([C:9]([F:19])([F:20])[F:8])[CH:11]=1)=[O:18], predict the reactants needed to synthesize it. The reactants are: C1(C)C=CC=CC=1.[F:8][C:9]([F:20])([F:19])[C:10]1[CH:11]=[C:12]([C:16](=[O:18])[CH3:17])[CH:13]=[CH:14][CH:15]=1.C1C=C[NH+]=CC=1.[Br:27][Br-]Br. (2) Given the product [C:1]([C:3]1[N:7]([CH:8]2[CH2:13][CH2:12][N:11]([C:14]([O:16][CH:17]([CH3:19])[CH3:18])=[O:15])[CH2:10][CH2:9]2)[N:6]=[CH:5][C:4]=1[CH2:20][O:21][S:30]([CH3:29])(=[O:32])=[O:31])#[N:2], predict the reactants needed to synthesize it. The reactants are: [C:1]([C:3]1[N:7]([CH:8]2[CH2:13][CH2:12][N:11]([C:14]([O:16][CH:17]([CH3:19])[CH3:18])=[O:15])[CH2:10][CH2:9]2)[N:6]=[CH:5][C:4]=1[CH2:20][OH:21])#[N:2].C(N(CC)CC)C.[CH3:29][S:30](O[S:30]([CH3:29])(=[O:32])=[O:31])(=[O:32])=[O:31]. (3) The reactants are: Br[C:2]1[C:3]2[N:4]([C:8](=[O:23])[N:9]([CH2:11][CH2:12][C:13]3[CH:22]=[CH:21][C:20]4[C:15](=[CH:16][CH:17]=[CH:18][CH:19]=4)[N:14]=3)[N:10]=2)[CH:5]=[CH:6][CH:7]=1.N#N.C([Sn](CCCC)(CCCC)[C:31]1[O:32][CH:33]=[CH:34][N:35]=1)CCC. Given the product [O:32]1[CH:33]=[CH:34][N:35]=[C:31]1[C:2]1[C:3]2[N:4]([C:8](=[O:23])[N:9]([CH2:11][CH2:12][C:13]3[CH:22]=[CH:21][C:20]4[C:15](=[CH:16][CH:17]=[CH:18][CH:19]=4)[N:14]=3)[N:10]=2)[CH:5]=[CH:6][CH:7]=1, predict the reactants needed to synthesize it. (4) Given the product [F:1][C:2]1[CH:10]=[CH:9][C:5]([C:6]([NH:55][CH2:54][CH2:53][O:52][CH3:51])=[O:8])=[CH:4][C:3]=1[N+:11]([O-:13])=[O:12], predict the reactants needed to synthesize it. The reactants are: [F:1][C:2]1[CH:10]=[CH:9][C:5]([C:6]([OH:8])=O)=[CH:4][C:3]=1[N+:11]([O-:13])=[O:12].CN(C(ON1N=NC2C=CC=NC1=2)=[N+](C)C)C.F[P-](F)(F)(F)(F)F.C(Cl)CCl.CCN(C(C)C)C(C)C.[CH3:51][O:52][CH2:53][CH2:54][NH2:55]. (5) Given the product [ClH:1].[NH:12]1[C:13]2[CH:19]=[CH:18][CH:17]=[CH:16][C:14]=2[N:15]=[C:11]1[NH:4][C:3]1[C:5]([CH3:9])=[CH:6][CH:7]=[CH:8][C:2]=1[Cl:1], predict the reactants needed to synthesize it. The reactants are: [Cl:1][C:2]1[CH:8]=[CH:7][CH:6]=[C:5]([CH3:9])[C:3]=1[NH2:4].Cl[C:11]1[NH:12][C:13]2[CH:19]=[CH:18][CH:17]=[CH:16][C:14]=2[N:15]=1.Cl. (6) Given the product [CH:22]1([CH2:28][N:1]2[CH2:6][CH2:5][CH:4]([NH:7][C:8]3[CH:13]=[CH:12][C:11]([CH3:14])=[CH:10][N:9]=3)[CH2:3][CH2:2]2)[CH2:27][CH2:26][CH2:25][CH2:24][CH2:23]1, predict the reactants needed to synthesize it. The reactants are: [NH:1]1[CH2:6][CH2:5][CH:4]([NH:7][C:8]2[CH:13]=[CH:12][C:11]([CH3:14])=[CH:10][N:9]=2)[CH2:3][CH2:2]1.C(NC(C)C)(C)C.[CH:22]1([CH2:28]Br)[CH2:27][CH2:26][CH2:25][CH2:24][CH2:23]1.C(OCC)(=O)C. (7) Given the product [CH3:13][N:8]1[C:4]2=[N:5][CH:6]=[CH:7][C:2]([CH:43]=[CH:44][C:45]3[CH:50]=[CH:49][CH:48]=[CH:47][CH:46]=3)=[C:3]2[C:10]([CH:11]=[O:12])=[CH:9]1, predict the reactants needed to synthesize it. The reactants are: Br[C:2]1[CH:7]=[CH:6][N:5]=[C:4]2[N:8]([CH3:13])[CH:9]=[C:10]([CH:11]=[O:12])[C:3]=12.C1(C)C=CC=CC=1P(C1C=CC=CC=1C)C1C=CC=CC=1C.C(N(CC)CC)C.[CH2:43]=[CH:44][C:45]1[CH:50]=[CH:49][CH:48]=[CH:47][CH:46]=1. (8) The reactants are: [Cl:1][C:2]1[CH:17]=[CH:16][C:5]([O:6][C@H:7]([CH3:15])[CH2:8][CH2:9][O:10]S(C)(=O)=O)=[C:4]([O:18][C:19]2[CH:24]=[CH:23][CH:22]=[CH:21][CH:20]=2)[CH:3]=1.C[O:26][C:27](=[O:38])[CH2:28][CH2:29][C:30]1[CH:35]=[CH:34][C:33](O)=[C:32]([Br:37])[CH:31]=1. Given the product [Br:37][C:32]1[CH:31]=[C:30]([CH2:29][CH2:28][C:27]([OH:38])=[O:26])[CH:35]=[CH:34][C:33]=1[O:10][CH2:9][CH2:8][C@H:7]([O:6][C:5]1[CH:16]=[CH:17][C:2]([Cl:1])=[CH:3][C:4]=1[O:18][C:19]1[CH:24]=[CH:23][CH:22]=[CH:21][CH:20]=1)[CH3:15], predict the reactants needed to synthesize it.